Task: Regression. Given two drug SMILES strings and cell line genomic features, predict the synergy score measuring deviation from expected non-interaction effect.. Dataset: NCI-60 drug combinations with 297,098 pairs across 59 cell lines Drug 1: C1=C(C(=O)NC(=O)N1)N(CCCl)CCCl. Drug 2: C1CN(P(=O)(OC1)NCCCl)CCCl. Cell line: HOP-92. Synergy scores: CSS=15.1, Synergy_ZIP=-8.43, Synergy_Bliss=-5.86, Synergy_Loewe=-30.4, Synergy_HSA=-7.27.